From a dataset of Drug-target binding data from BindingDB using IC50 measurements. Regression. Given a target protein amino acid sequence and a drug SMILES string, predict the binding affinity score between them. We predict pIC50 (pIC50 = -log10(IC50 in M); higher means more potent). Dataset: bindingdb_ic50. The drug is CCCCCCCC(=O)O[C@H]1[C@H](O)[C@@H](CO)O[C@H]1n1cnc2c(=O)[nH]c(N)nc21. The target protein (Q01583) has sequence MNIGIAAPKWDKLSPREFLQLQELASYSTRKLQDVLREFSSPSAASTPKCIPDGDIDFDGFRRFLDAFLDCEAPLDLAKHLFVSFLKPNVTQAQLHGRALNQMAAISSTAACAPVTSHTKGSIPNINSIAELMPQCSGGGGGIGGTGGVAGAEGHAQARSSFVDKIHGITDKLHHSLGGHLSHDPSKTGSVHPMLTVTPSPLASGPSMFQASNPARRSVDSSPSHSATNHSQMSRNSSKKSSNSVNCKIDADIKLLARKLSHFDPLTLKVPLKDVVCYLSLLEAGRPEDKLEFMFRLYDTDSNGVLDTAEMDAIVNQMMAVAEYLGWDVSELRPILQEMMVEIDYDADGTVSLDEWQRGGMTTIPLLVLLGVDSTTLKEDGIHVWRLKHFSKPAYCNLCLNMLVGLGKKGLCCVLCKYTVHERCVQHAPASCITTYVKSKKPKCGGDLLHHWVEGNCYGRCSKCRKRIKAYHGITGLTCRWCHMMLHNRCASSVKKECTL.... The pIC50 is 3.3.